Dataset: Peptide-MHC class I binding affinity with 185,985 pairs from IEDB/IMGT. Task: Regression. Given a peptide amino acid sequence and an MHC pseudo amino acid sequence, predict their binding affinity value. This is MHC class I binding data. (1) The binding affinity (normalized) is 0.121. The MHC is H-2-Db with pseudo-sequence H-2-Db. The peptide sequence is RSEEFEDYM. (2) The peptide sequence is FLILCFTIKR. The MHC is HLA-A03:01 with pseudo-sequence HLA-A03:01. The binding affinity (normalized) is 0.431. (3) The peptide sequence is IRFPKTFGY. The MHC is HLA-B45:01 with pseudo-sequence HLA-B45:01. The binding affinity (normalized) is 0. (4) The peptide sequence is IVDTVSALVY. The MHC is HLA-A30:02 with pseudo-sequence HLA-A30:02. The binding affinity (normalized) is 0.210. (5) The peptide sequence is YAMAIRQAI. The MHC is HLA-B51:01 with pseudo-sequence HLA-B51:01. The binding affinity (normalized) is 0.213.